Predict the product of the given reaction. From a dataset of Forward reaction prediction with 1.9M reactions from USPTO patents (1976-2016). (1) Given the reactants Br[C:2]1[C:3]([N:11]2[CH2:16][CH2:15][N:14]([C:17](=[O:38])[C@@H:18]([C:31]3[CH:36]=[CH:35][C:34]([Cl:37])=[CH:33][CH:32]=3)[CH2:19][N:20]([CH:28]([CH3:30])[CH3:29])[C:21](=[O:27])[O:22][C:23]([CH3:26])([CH3:25])[CH3:24])[CH2:13][CH2:12]2)=[C:4]2[CH:10]=[CH:9][NH:8][C:5]2=[N:6][CH:7]=1.[C:39]1(B(O)O)[CH:44]=[CH:43][CH:42]=[CH:41][CH:40]=1.C([O-])([O-])=O.[K+].[K+], predict the reaction product. The product is: [Cl:37][C:34]1[CH:35]=[CH:36][C:31]([C@H:18]([C:17](=[O:38])[N:14]2[CH2:15][CH2:16][N:11]([C:3]3[C:2]([C:39]4[CH:44]=[CH:43][CH:42]=[CH:41][CH:40]=4)=[CH:7][N:6]=[C:5]4[NH:8][CH:9]=[CH:10][C:4]=34)[CH2:12][CH2:13]2)[CH2:19][N:20]([CH:28]([CH3:30])[CH3:29])[C:21](=[O:27])[O:22][C:23]([CH3:26])([CH3:24])[CH3:25])=[CH:32][CH:33]=1. (2) Given the reactants Cl[C:2]1[N:7]=[C:6]([C:8]2[S:12][C:11]([CH:13]([CH3:15])[CH3:14])=[N:10][C:9]=2[C:16]2[C:17]([F:34])=[C:18]([NH:22][S:23]([C:26]3[C:31]([F:32])=[CH:30][CH:29]=[CH:28][C:27]=3[F:33])(=[O:25])=[O:24])[CH:19]=[CH:20][CH:21]=2)[CH:5]=[CH:4][N:3]=1.[NH3:35].CO, predict the reaction product. The product is: [NH2:35][C:2]1[N:7]=[C:6]([C:8]2[S:12][C:11]([CH:13]([CH3:15])[CH3:14])=[N:10][C:9]=2[C:16]2[C:17]([F:34])=[C:18]([NH:22][S:23]([C:26]3[C:31]([F:32])=[CH:30][CH:29]=[CH:28][C:27]=3[F:33])(=[O:25])=[O:24])[CH:19]=[CH:20][CH:21]=2)[CH:5]=[CH:4][N:3]=1. (3) Given the reactants [H-].[Na+].[OH:3][C:4]1[CH:9]=[CH:8][C:7]([C:10]([C:13]2[CH:18]=[CH:17][C:16]([OH:19])=[CH:15][CH:14]=2)([CH3:12])[CH3:11])=[CH:6][CH:5]=1.CC1C=CC(S(O[CH2:31][C@@H:32]2[O:34][CH2:33]2)(=O)=O)=CC=1, predict the reaction product. The product is: [O:34]1[CH2:33][C@@H:32]1[CH2:31][O:3][C:4]1[CH:5]=[CH:6][C:7]([C:10]([C:13]2[CH:14]=[CH:15][C:16]([OH:19])=[CH:17][CH:18]=2)([CH3:12])[CH3:11])=[CH:8][CH:9]=1. (4) Given the reactants C[O:2][C:3](=[O:45])[C:4]1[CH:9]=[C:8]([O:10][C:11]2[CH:16]=[CH:15][C:14]([NH:17][S:18]([C:21]3[CH:26]=[CH:25][C:24]([CH3:27])=[CH:23][CH:22]=3)(=[O:20])=[O:19])=[C:13]([O:28][CH2:29][CH2:30][CH2:31][CH2:32][CH3:33])[CH:12]=2)[CH:7]=[CH:6][C:5]=1[NH:34][S:35]([C:38]1[CH:43]=[CH:42][C:41]([CH3:44])=[CH:40][CH:39]=1)(=[O:37])=[O:36].[Li+].[OH-].O.Cl, predict the reaction product. The product is: [CH2:29]([O:28][C:13]1[CH:12]=[C:11]([CH:16]=[CH:15][C:14]=1[NH:17][S:18]([C:21]1[CH:22]=[CH:23][C:24]([CH3:27])=[CH:25][CH:26]=1)(=[O:20])=[O:19])[O:10][C:8]1[CH:7]=[CH:6][C:5]([NH:34][S:35]([C:38]2[CH:43]=[CH:42][C:41]([CH3:44])=[CH:40][CH:39]=2)(=[O:37])=[O:36])=[C:4]([CH:9]=1)[C:3]([OH:45])=[O:2])[CH2:30][CH2:31][CH2:32][CH3:33]. (5) Given the reactants [C:1](Cl)(=[O:7])[CH2:2][CH2:3][CH2:4][CH2:5][CH3:6].[F:9][C:10]1[CH:15]=[CH:14][C:13]([C:16]2([C:43]3[CH:48]=[CH:47][CH:46]=[CH:45][CH:44]=3)[O:21][C:20]3[CH:22]=[C:23]([C:30]4[CH:35]=[CH:34][C:33]([C:36]5[CH:41]=[CH:40][C:39]([OH:42])=[CH:38][CH:37]=5)=[CH:32][CH:31]=4)[C:24]4[C:29]([C:19]=3[CH:18]=[CH:17]2)=[CH:28][CH:27]=[CH:26][CH:25]=4)=[CH:12][CH:11]=1.N1C=CC=CC=1.Cl, predict the reaction product. The product is: [F:9][C:10]1[CH:15]=[CH:14][C:13]([C:16]2([C:43]3[CH:48]=[CH:47][CH:46]=[CH:45][CH:44]=3)[O:21][C:20]3[CH:22]=[C:23]([C:30]4[CH:35]=[CH:34][C:33]([C:36]5[CH:41]=[CH:40][C:39]([O:42][C:1](=[O:7])[CH2:2][CH2:3][CH2:4][CH2:5][CH3:6])=[CH:38][CH:37]=5)=[CH:32][CH:31]=4)[C:24]4[C:29]([C:19]=3[CH:18]=[CH:17]2)=[CH:28][CH:27]=[CH:26][CH:25]=4)=[CH:12][CH:11]=1. (6) Given the reactants CCN(C(C)C)C(C)C.[OH:10][C:11]1[CH:12]=[CH:13][CH:14]=[C:15]2[C:20]=1[O:19][C:18](=[O:21])[C:17]([C:22]([OH:24])=O)=[CH:16]2.CN(C(ON1N=NC2C=CC=NC1=2)=[N+](C)C)C.F[P-](F)(F)(F)(F)F.[CH2:49]([O:51][C:52]1[CH:57]=[CH:56][C:55]([C:58]2[CH:63]=[CH:62][CH:61]=[C:60]([NH2:64])[CH:59]=2)=[CH:54][C:53]=1[CH3:65])[CH3:50], predict the reaction product. The product is: [CH2:49]([O:51][C:52]1[CH:57]=[CH:56][C:55]([C:58]2[CH:63]=[CH:62][CH:61]=[C:60]([NH:64][C:22]([C:17]3[C:18](=[O:21])[O:19][C:20]4[C:15]([CH:16]=3)=[CH:14][CH:13]=[CH:12][C:11]=4[OH:10])=[O:24])[CH:59]=2)=[CH:54][C:53]=1[CH3:65])[CH3:50].